From a dataset of Forward reaction prediction with 1.9M reactions from USPTO patents (1976-2016). Predict the product of the given reaction. (1) Given the reactants [CH3:1][N:2]([CH3:23])[C:3]1[CH:4]=[C:5]([NH:9][CH2:10][C:11]([N:13]([CH2:21][CH3:22])[CH2:14][C:15]2[CH:20]=[CH:19][CH:18]=[CH:17][N:16]=2)=[O:12])[CH:6]=[CH:7][CH:8]=1.CCN(C(C)C)C(C)C.[C:33]([C:36]1[CH:41]=[CH:40][C:39]([S:42](Cl)(=[O:44])=[O:43])=[CH:38][CH:37]=1)(=[O:35])[CH3:34], predict the reaction product. The product is: [C:33]([C:36]1[CH:37]=[CH:38][C:39]([S:42]([N:9]([C:5]2[CH:6]=[CH:7][CH:8]=[C:3]([N:2]([CH3:23])[CH3:1])[CH:4]=2)[CH2:10][C:11]([N:13]([CH2:21][CH3:22])[CH2:14][C:15]2[CH:20]=[CH:19][CH:18]=[CH:17][N:16]=2)=[O:12])(=[O:44])=[O:43])=[CH:40][CH:41]=1)(=[O:35])[CH3:34]. (2) The product is: [CH3:31][O:32][C:2]1[N:6]=[C:5]([CH:7]2[CH2:12][CH:11]([C:13]3[CH:18]=[CH:17][C:16]([C:19]([F:22])([F:21])[F:20])=[CH:15][CH:14]=3)[CH2:10][N:9]([C:23]([N:25]3[CH2:30][CH2:29][O:28][CH2:27][CH2:26]3)=[O:24])[CH2:8]2)[O:4][N:3]=1. Given the reactants Cl[C:2]1[N:6]=[C:5]([CH:7]2[CH2:12][CH:11]([C:13]3[CH:18]=[CH:17][C:16]([C:19]([F:22])([F:21])[F:20])=[CH:15][CH:14]=3)[CH2:10][N:9]([C:23]([N:25]3[CH2:30][CH2:29][O:28][CH2:27][CH2:26]3)=[O:24])[CH2:8]2)[O:4][N:3]=1.[CH3:31][O-:32].[Na+].O, predict the reaction product. (3) Given the reactants [CH3:1][O:2][C:3]([C:5]1[NH:6][CH:7]=[CH:8][CH:9]=1)=[O:4].[F:10][C:11]([F:22])([F:21])[C:12]1[CH:17]=[CH:16][C:15]([C:18](=[O:20])[CH3:19])=[CH:14][CH:13]=1.C(=O)([O-])[O-].[Cs+].[Cs+], predict the reaction product. The product is: [CH3:1][O:2][C:3]([C:5]1[N:6]([CH2:19][C:18](=[O:20])[C:15]2[CH:14]=[CH:13][C:12]([C:11]([F:10])([F:21])[F:22])=[CH:17][CH:16]=2)[CH:7]=[CH:8][CH:9]=1)=[O:4]. (4) Given the reactants [NH2:1][C:2]1[CH:7]=[CH:6][C:5]([N:8]([CH3:13])[S:9]([CH3:12])(=[O:11])=[O:10])=[CH:4][C:3]=1[N:14]1[CH2:19][CH2:18][CH2:17][CH2:16][CH2:15]1.[C:20]([C:22]1[O:26][C:25]([C:27](Cl)=[O:28])=[CH:24][CH:23]=1)#[N:21].CCN(C(C)C)C(C)C, predict the reaction product. The product is: [CH3:12][S:9]([N:8]([CH3:13])[C:5]1[CH:6]=[CH:7][C:2]([NH:1][C:27]([C:25]2[O:26][C:22]([C:20]#[N:21])=[CH:23][CH:24]=2)=[O:28])=[C:3]([N:14]2[CH2:15][CH2:16][CH2:17][CH2:18][CH2:19]2)[CH:4]=1)(=[O:11])=[O:10]. (5) Given the reactants C([O:3][C:4]([C@@H:6]1[C@@H:10]([C:11](=[O:20])[NH:12][C:13]2[CH:18]=[CH:17][C:16]([Cl:19])=[CH:15][CH:14]=2)[CH2:9][N:8]([C:21]([O:23][C:24]([CH3:27])([CH3:26])[CH3:25])=[O:22])[CH2:7]1)=[O:5])C.Cl, predict the reaction product. The product is: [C:24]([O:23][C:21]([N:8]1[CH2:9][C@H:10]([C:11](=[O:20])[NH:12][C:13]2[CH:14]=[CH:15][C:16]([Cl:19])=[CH:17][CH:18]=2)[C@@H:6]([C:4]([OH:5])=[O:3])[CH2:7]1)=[O:22])([CH3:27])([CH3:25])[CH3:26]. (6) The product is: [F:1][C:2]1[CH:11]=[C:10]([C:12]2[C:13]([CH3:49])([CH3:48])[C@H:14]3[C@:27]([CH3:30])([CH2:28][CH:29]=2)[C@@H:26]2[C@:17]([CH3:47])([C@@:18]4([CH3:46])[C@H:23]([CH2:24][CH2:25]2)[C@H:22]2[C@H:31]([C:34]([CH3:36])=[CH2:35])[CH2:32][CH2:33][C@:21]2([NH:37][CH2:38][CH2:39][N:40]2[CH2:45][CH2:44][O:43][CH2:42][CH2:41]2)[CH2:20][CH2:19]4)[CH2:16][CH2:15]3)[CH:9]=[CH:8][C:3]=1[C:4]([OH:6])=[O:5]. Given the reactants [F:1][C:2]1[CH:11]=[C:10]([C:12]2[C:13]([CH3:49])([CH3:48])[C@H:14]3[C@:27]([CH3:30])([CH2:28][CH:29]=2)[C@@H:26]2[C@:17]([CH3:47])([C@@:18]4([CH3:46])[C@H:23]([CH2:24][CH2:25]2)[C@H:22]2[C@H:31]([C:34]([CH3:36])=[CH2:35])[CH2:32][CH2:33][C@:21]2([NH:37][CH2:38][CH2:39][N:40]2[CH2:45][CH2:44][O:43][CH2:42][CH2:41]2)[CH2:20][CH2:19]4)[CH2:16][CH2:15]3)[CH:9]=[CH:8][C:3]=1[C:4]([O:6]C)=[O:5].[OH-].[Na+], predict the reaction product. (7) The product is: [Cl:25][C:26]1[CH:27]=[C:28]([CH2:33][C@H:34]([C:38]2[CH:42]=[CH:41][S:40][CH:39]=2)[C:35]([NH:1][C@@H:2]2[C:8](=[O:9])[N:7]([CH2:10][C:11]([F:14])([F:12])[F:13])[C:6]3[CH:15]=[CH:16][CH:17]=[CH:18][C:5]=3[C:4]([C:19]3[CH:24]=[CH:23][CH:22]=[CH:21][CH:20]=3)=[N:3]2)=[O:36])[CH:29]=[CH:30][C:31]=1[Cl:32]. Given the reactants [NH2:1][CH:2]1[C:8](=[O:9])[N:7]([CH2:10][C:11]([F:14])([F:13])[F:12])[C:6]2[CH:15]=[CH:16][CH:17]=[CH:18][C:5]=2[C:4]([C:19]2[CH:24]=[CH:23][CH:22]=[CH:21][CH:20]=2)=[N:3]1.[Cl:25][C:26]1[CH:27]=[C:28]([CH2:33][C@H:34]([C:38]2[CH:42]=[CH:41][S:40][CH:39]=2)[C:35](O)=[O:36])[CH:29]=[CH:30][C:31]=1[Cl:32], predict the reaction product. (8) The product is: [C:12]1([NH:11][C:2]2[CH:10]=[CH:9][C:5]3[NH:6][CH:7]=[N:8][C:4]=3[CH:3]=2)[CH:17]=[CH:16][CH:15]=[CH:14][CH:13]=1. Given the reactants Br[C:2]1[CH:10]=[CH:9][C:5]2[N:6]=[CH:7][NH:8][C:4]=2[CH:3]=1.[NH2:11][C:12]1[CH:17]=[CH:16][CH:15]=[CH:14][CH:13]=1.C[Si]([N-][Si](C)(C)C)(C)C.[Li+], predict the reaction product.